From a dataset of Peptide-MHC class I binding affinity with 185,985 pairs from IEDB/IMGT. Regression. Given a peptide amino acid sequence and an MHC pseudo amino acid sequence, predict their binding affinity value. This is MHC class I binding data. (1) The peptide sequence is WRNPAEEREKL. The MHC is HLA-B27:05 with pseudo-sequence HLA-B27:05. The binding affinity (normalized) is 0.304. (2) The peptide sequence is GLYEWISEQ. The MHC is HLA-A02:16 with pseudo-sequence HLA-A02:16. The binding affinity (normalized) is 0.619. (3) The peptide sequence is RRRKGWIPL. The MHC is HLA-B14:02 with pseudo-sequence HLA-B14:02. The binding affinity (normalized) is 0.593. (4) The peptide sequence is SYKDREWCF. The MHC is HLA-A24:02 with pseudo-sequence HLA-A24:02. The binding affinity (normalized) is 0.595. (5) The peptide sequence is ITSKSRQVL. The MHC is HLA-A03:01 with pseudo-sequence HLA-A03:01. The binding affinity (normalized) is 0.0847. (6) The peptide sequence is RQWGMGFLL. The MHC is HLA-C07:01 with pseudo-sequence HLA-C07:01. The binding affinity (normalized) is 0.312.